Dataset: Full USPTO retrosynthesis dataset with 1.9M reactions from patents (1976-2016). Task: Predict the reactants needed to synthesize the given product. (1) Given the product [NH2:46][C:43]1[C:42]([CH:47]2[O:9][N:10]=[C:11]([C:12]3[CH:13]=[CH:14][C:15]([CH2:18][N:19]([CH3:27])[C:20](=[O:26])[O:21][C:22]([CH3:23])([CH3:24])[CH3:25])=[CH:16][CH:17]=3)[CH2:48]2)=[N:41][C:40]([C:37]2[CH:36]=[CH:35][C:34]([S:31]([CH:28]([CH3:29])[CH3:30])(=[O:33])=[O:32])=[CH:39][CH:38]=2)=[CH:45][N:44]=1, predict the reactants needed to synthesize it. The reactants are: C1C(=O)N(Cl)C(=O)C1.[OH:9]/[N:10]=[CH:11]/[C:12]1[CH:17]=[CH:16][C:15]([CH2:18][N:19]([CH3:27])[C:20](=[O:26])[O:21][C:22]([CH3:25])([CH3:24])[CH3:23])=[CH:14][CH:13]=1.[CH:28]([S:31]([C:34]1[CH:39]=[CH:38][C:37]([C:40]2[N:41]=[C:42]([CH:47]=[CH2:48])[C:43]([NH2:46])=[N:44][CH:45]=2)=[CH:36][CH:35]=1)(=[O:33])=[O:32])([CH3:30])[CH3:29].CCN(CC)CC. (2) Given the product [PH2:2]([O-:3])=[O:1].[Al+3:10].[PH2:5]([O-:6])=[O:4].[PH2:8]([O-:9])=[O:7], predict the reactants needed to synthesize it. The reactants are: [O-:1][P:2]=[O:3].[O-:4][P:5]=[O:6].[O-:7][P:8]=[O:9].[Al+3:10].[PH2]([O-])=O.[Ca+2].[PH2]([O-])=O.